The task is: Predict the reactants needed to synthesize the given product.. This data is from Full USPTO retrosynthesis dataset with 1.9M reactions from patents (1976-2016). (1) Given the product [C:1]([O:5][C:6]([N:8]([CH3:30])[CH:9]([CH2:15][CH2:16][CH2:17][CH2:18][B:19]1[O:20][C:21]([CH3:26])([CH3:27])[C:22]([CH3:25])([CH3:24])[O:23]1)[C:10]([O:12][CH2:13][CH3:14])=[O:11])=[O:7])([CH3:2])([CH3:3])[CH3:4], predict the reactants needed to synthesize it. The reactants are: [C:1]([O:5][C:6]([NH:8][CH:9]([CH2:15][CH2:16][CH2:17][CH2:18][B:19]1[O:23][C:22]([CH3:25])([CH3:24])[C:21]([CH3:27])([CH3:26])[O:20]1)[C:10]([O:12][CH2:13][CH3:14])=[O:11])=[O:7])([CH3:4])([CH3:3])[CH3:2].CI.[CH3:30][Si]([N-][Si](C)(C)C)(C)C.[Na+]. (2) Given the product [CH2:1]([C:8]12[CH2:20][CH2:19][C:18](=[O:21])[CH:17]=[C:14]1[CH2:13][CH2:12][CH2:11][CH2:10][C:9]2=[O:16])[C:2]1[CH:3]=[CH:4][CH:5]=[CH:6][CH:7]=1, predict the reactants needed to synthesize it. The reactants are: [CH2:1]([CH:8]1[C:14](=O)[CH2:13][CH2:12][CH2:11][CH2:10][C:9]1=[O:16])[C:2]1[CH:7]=[CH:6][CH:5]=[CH:4][CH:3]=1.[CH3:17][C:18](=[O:21])[CH:19]=[CH2:20].N1C=CC=CC=1.C(O)(=O)C.